From a dataset of Forward reaction prediction with 1.9M reactions from USPTO patents (1976-2016). Predict the product of the given reaction. The product is: [Br:1][C:2]1[N:6]([C:7]([CH3:10])([CH3:9])[CH3:8])[N:5]=[CH:4][C:3]=1[C:11](=[S:23])[NH2:13]. Given the reactants [Br:1][C:2]1[N:6]([C:7]([CH3:10])([CH3:9])[CH3:8])[N:5]=[CH:4][C:3]=1[C:11]([NH2:13])=O.COC1C=CC(P2(SP(C3C=CC(OC)=CC=3)(=S)S2)=[S:23])=CC=1, predict the reaction product.